Task: Predict the reactants needed to synthesize the given product.. Dataset: Full USPTO retrosynthesis dataset with 1.9M reactions from patents (1976-2016) (1) The reactants are: C[O:2][C:3]([C:5]1[C:6]([C:14]2[CH:19]=[CH:18][CH:17]=[CH:16][C:15]=2[N+:20]([O-:22])=[O:21])=[CH:7][CH:8]=[C:9]([C:11](=[S:13])[NH2:12])[CH:10]=1)=[O:4].[F:23][C:24]1[CH:33]=[CH:32][CH:31]=[CH:30][C:25]=1[C:26](=O)[CH2:27]Br. Given the product [F:23][C:24]1[CH:33]=[CH:32][CH:31]=[CH:30][C:25]=1[C:26]1[N:12]=[C:11]([C:9]2[CH:10]=[C:5]([C:3]([OH:2])=[O:4])[C:6]([C:14]3[CH:19]=[CH:18][CH:17]=[CH:16][C:15]=3[N+:20]([O-:22])=[O:21])=[CH:7][CH:8]=2)[S:13][CH:27]=1, predict the reactants needed to synthesize it. (2) Given the product [Cl:1][C:2]1[CH:3]=[C:4]2[C:9](=[CH:10][C:11]=1[C:12]([N:68]1[CH2:69][CH2:70][N:65]([CH:63]=[O:64])[CH2:66][CH2:67]1)=[O:14])[N:8]=[CH:7][N:6]=[C:5]2[NH:15][CH:16]([C:18]1[NH:22][C:21]2[CH:23]=[CH:24][C:25]([Cl:27])=[CH:26][C:20]=2[N:19]=1)[CH3:17], predict the reactants needed to synthesize it. The reactants are: [Cl:1][C:2]1[CH:3]=[C:4]2[C:9](=[CH:10][C:11]=1[C:12]([OH:14])=O)[N:8]=[CH:7][N:6]=[C:5]2[NH:15][CH:16]([C:18]1[NH:22][C:21]2[CH:23]=[CH:24][C:25]([Cl:27])=[CH:26][C:20]=2[N:19]=1)[CH3:17].FC1C(OC(N(C)C)=[N+](C)C)=C(F)C(F)=C(F)C=1F.F[P-](F)(F)(F)(F)F.C(N(C(C)C)CC)(C)C.[CH:63]([N:65]1[CH2:70][CH2:69][NH:68][CH2:67][CH2:66]1)=[O:64]. (3) Given the product [OH:26][CH2:25][C:24]([NH:23][C:2]1[CH:3]=[C:4]([CH:8]2[C:17]([CH3:19])([CH3:18])[CH2:16][C:15]3[C:10](=[CH:11][CH:12]=[C:13]([C:20]([OH:22])=[O:21])[CH:14]=3)[NH:9]2)[CH:5]=[CH:6][CH:7]=1)([CH3:28])[CH3:27], predict the reactants needed to synthesize it. The reactants are: Br[C:2]1[CH:3]=[C:4]([CH:8]2[C:17]([CH3:19])([CH3:18])[CH2:16][C:15]3[C:10](=[CH:11][CH:12]=[C:13]([C:20]([OH:22])=[O:21])[CH:14]=3)[NH:9]2)[CH:5]=[CH:6][CH:7]=1.[NH2:23][C:24]([CH3:28])([CH3:27])[CH2:25][OH:26].Cl.CN(C)CC(O)=O.C(=O)([O-])[O-].[K+].[K+]. (4) Given the product [CH:1]([N:3]1[CH2:7][C@H:6]([NH:8][S:9]([C:12]2[CH:17]=[CH:16][C:15]([O:18][CH2:19][C:20]3[C:29]4[C:24](=[CH:25][CH:26]=[CH:27][CH:28]=4)[N:23]=[C:22]([CH3:30])[CH:21]=3)=[CH:14][CH:13]=2)(=[O:10])=[O:11])[C@H:5]([C:31]([NH:34][OH:35])=[O:32])[CH2:4]1)=[O:2], predict the reactants needed to synthesize it. The reactants are: [CH:1]([N:3]1[CH2:7][C@H:6]([NH:8][S:9]([C:12]2[CH:17]=[CH:16][C:15]([O:18][CH2:19][C:20]3[C:29]4[C:24](=[CH:25][CH:26]=[CH:27][CH:28]=4)[N:23]=[C:22]([CH3:30])[CH:21]=3)=[CH:14][CH:13]=2)(=[O:11])=[O:10])[C@H:5]([C:31](O)=[O:32])[CH2:4]1)=[O:2].[NH2:34][OH:35]. (5) Given the product [Cl:1][C:2]1[CH:11]=[CH:10][CH:9]=[CH:8][C:3]=1[O:4][CH2:5][CH2:6][O:7][C:13]1[CH:14]=[C:15]([CH:19]2[CH2:20][C:21]3([CH2:23][CH2:24][N:25]([C:28]([NH:43][C:44]4[O:48][N:47]=[C:46]([CH3:49])[C:45]=4[CH3:50])=[O:30])[CH2:26][CH2:27]3)[CH2:22]2)[CH:16]=[CH:17][CH:18]=1, predict the reactants needed to synthesize it. The reactants are: [Cl:1][C:2]1[CH:11]=[CH:10][CH:9]=[CH:8][C:3]=1[O:4][CH2:5][CH2:6][OH:7].O[C:13]1[CH:14]=[C:15]([CH:19]2[CH2:22][C:21]3([CH2:27][CH2:26][N:25]([C:28]([O:30]C(C)(C)C)=O)[CH2:24][CH2:23]3)[CH2:20]2)[CH:16]=[CH:17][CH:18]=1.C1(OC(=O)[NH:43][C:44]2[O:48][N:47]=[C:46]([CH3:49])[C:45]=2[CH3:50])C=CC=CC=1. (6) Given the product [CH3:24][O:23][C:20]1[CH:21]=[C:22]2[C:17](=[CH:18][C:19]=1[O:25][CH3:26])[N:16]=[CH:15][CH:14]=[C:13]2[CH2:12][C:7]1[CH:8]=[C:9]2[C:4](=[CH:5][CH:6]=1)[CH:3]=[C:2]([NH2:45])[CH:11]=[CH:10]2, predict the reactants needed to synthesize it. The reactants are: Br[C:2]1[CH:3]=[C:4]2[C:9](=[CH:10][CH:11]=1)[CH:8]=[C:7]([CH2:12][C:13]1[C:22]3[C:17](=[CH:18][C:19]([O:25][CH3:26])=[C:20]([O:23][CH3:24])[CH:21]=3)[N:16]=[CH:15][CH:14]=1)[CH:6]=[CH:5]2.P(C(C)(C)C)(C(C)(C)C)C(C)(C)C.[Li+].C[Si]([N-:45][Si](C)(C)C)(C)C.[OH-].[Na+]. (7) Given the product [CH2:1]([N:8]1[C:17]2[C:12](=[CH:13][C:14]([C:18]3[CH:23]=[CH:22][C:21]([F:24])=[CH:20][CH:19]=3)=[CH:15][CH:16]=2)[CH2:11][C:10]([NH:26][S:27]([C:30]2[CH:35]=[CH:34][CH:33]=[CH:32][CH:31]=2)(=[O:29])=[O:28])([CH3:25])[CH2:9]1)[C:2]1[CH:3]=[CH:4][CH:5]=[CH:6][CH:7]=1, predict the reactants needed to synthesize it. The reactants are: [CH2:1]([N:8]1[C:17]2[C:12](=[CH:13][C:14]([C:18]3[CH:23]=[CH:22][C:21]([F:24])=[CH:20][CH:19]=3)=[CH:15][CH:16]=2)[CH2:11][C:10]([NH:26][S:27]([C:30]2[CH:35]=[CH:34][CH:33]=[CH:32][CH:31]=2)(=[O:29])=[O:28])([CH3:25])[C:9]1=O)[C:2]1[CH:7]=[CH:6][CH:5]=[CH:4][CH:3]=1.C1COCC1.